From a dataset of Peptide-MHC class II binding affinity with 134,281 pairs from IEDB. Regression. Given a peptide amino acid sequence and an MHC pseudo amino acid sequence, predict their binding affinity value. This is MHC class II binding data. (1) The peptide sequence is RMATPLLMQALPMGAL. The MHC is HLA-DQA10501-DQB10201 with pseudo-sequence HLA-DQA10501-DQB10201. The binding affinity (normalized) is 0.196. (2) The peptide sequence is TEAPAAPAEGEKPAE. The MHC is DRB1_0802 with pseudo-sequence DRB1_0802. The binding affinity (normalized) is 0.